The task is: Predict the product of the given reaction.. This data is from Forward reaction prediction with 1.9M reactions from USPTO patents (1976-2016). (1) Given the reactants C[O:2][C:3]([C@H:5]1[CH2:10][CH2:9][C@H:8]([N:11]([C:13]([O:15][C:16]([CH3:19])([CH3:18])[CH3:17])=[O:14])[CH3:12])[CH2:7][CH2:6]1)=O.[Li+].[BH4-].Cl, predict the reaction product. The product is: [C:16]([O:15][C:13](=[O:14])[N:11]([C@H:8]1[CH2:7][CH2:6][C@H:5]([CH2:3][OH:2])[CH2:10][CH2:9]1)[CH3:12])([CH3:17])([CH3:19])[CH3:18]. (2) Given the reactants [CH3:1][C:2]1[CH:7]=[CH:6][CH:5]=[C:4]([CH3:8])[C:3]=1[C:9]1[CH:14]=[CH:13][CH:12]=[C:11]([CH:15]=[O:16])[CH:10]=1.[BH4-].[Na+].Cl, predict the reaction product. The product is: [CH3:8][C:4]1[CH:5]=[CH:6][CH:7]=[C:2]([CH3:1])[C:3]=1[C:9]1[CH:14]=[CH:13][CH:12]=[C:11]([CH2:15][OH:16])[CH:10]=1.